Dataset: Peptide-MHC class I binding affinity with 185,985 pairs from IEDB/IMGT. Task: Regression. Given a peptide amino acid sequence and an MHC pseudo amino acid sequence, predict their binding affinity value. This is MHC class I binding data. (1) The peptide sequence is FENKTTLPV. The MHC is HLA-B44:02 with pseudo-sequence HLA-B44:02. The binding affinity (normalized) is 0.0992. (2) The peptide sequence is RSLVCLAPK. The MHC is HLA-A02:16 with pseudo-sequence HLA-A02:16. The binding affinity (normalized) is 0.0847. (3) The binding affinity (normalized) is 1.00. The peptide sequence is VMAPRTLIL. The MHC is HLA-E01:01 with pseudo-sequence HLA-E01:03. (4) The peptide sequence is DSFAKQPQW. The MHC is HLA-A24:03 with pseudo-sequence HLA-A24:03. The binding affinity (normalized) is 0.0847. (5) The peptide sequence is IYCGFKFAW. The MHC is HLA-A02:03 with pseudo-sequence HLA-A02:03. The binding affinity (normalized) is 0.382.